This data is from Full USPTO retrosynthesis dataset with 1.9M reactions from patents (1976-2016). The task is: Predict the reactants needed to synthesize the given product. (1) Given the product [CH2:10]([O:12][C:13](=[O:16])[CH2:14][O:9][C:6]1[CH:7]=[CH:8][C:3]([O:2][CH3:1])=[CH:4][CH:5]=1)[CH3:11], predict the reactants needed to synthesize it. The reactants are: [CH3:1][O:2][C:3]1[CH:8]=[CH:7][C:6]([OH:9])=[CH:5][CH:4]=1.[CH2:10]([O:12][C:13](=[O:16])[CH2:14]Br)[CH3:11]. (2) Given the product [CH:1]1[C:14]2[CH:13]=[CH:12][C:11]3[C:6](=[CH:7][CH:8]=[CH:9][CH:10]=3)[C:5]=2[CH:4]=[C:3]([C:15](=[N:19][OH:20])[CH3:16])[CH:2]=1, predict the reactants needed to synthesize it. The reactants are: [CH:1]1[C:14]2[CH:13]=[CH:12][C:11]3[C:6](=[CH:7][CH:8]=[CH:9][CH:10]=3)[C:5]=2[CH:4]=[C:3]([C:15](=O)[CH3:16])[CH:2]=1.Cl.[NH2:19][OH:20].N1C=CC=CC=1. (3) Given the product [Br:1][C:2]1[CH:3]=[CH:4][C:5]2[CH:9]=[C:8]([C:22]3[C:23]([CH3:26])=[CH:24][N:25]=[C:20]([Cl:19])[N:21]=3)[S:7][C:6]=2[CH:10]=1, predict the reactants needed to synthesize it. The reactants are: [Br:1][C:2]1[CH:3]=[CH:4][C:5]2[CH:9]=[CH:8][S:7][C:6]=2[CH:10]=1.C([N-]C(C)C)(C)C.[Li+].[Cl:19][C:20]1[N:25]=[CH:24][C:23]([CH3:26])=[CH:22][N:21]=1.C(O)(=O)C.ClC1C(=O)C(C#N)=C(C#N)C(=O)C=1Cl.